Dataset: Peptide-MHC class II binding affinity with 134,281 pairs from IEDB. Task: Regression. Given a peptide amino acid sequence and an MHC pseudo amino acid sequence, predict their binding affinity value. This is MHC class II binding data. (1) The peptide sequence is KEDFLGSLVKEIPPRLLYAK. The MHC is DRB3_0101 with pseudo-sequence DRB3_0101. The binding affinity (normalized) is 0.411. (2) The peptide sequence is GHMLDMYSVMLTNDN. The MHC is DRB1_1501 with pseudo-sequence DRB1_1501. The binding affinity (normalized) is 0.543. (3) The peptide sequence is KIVSLIKNLLVALKD. The MHC is HLA-DPA10201-DPB10101 with pseudo-sequence HLA-DPA10201-DPB10101. The binding affinity (normalized) is 0.203. (4) The MHC is DRB1_0401 with pseudo-sequence DRB1_0401. The binding affinity (normalized) is 0.657. The peptide sequence is YAVSFNYFVCNLLQE. (5) The peptide sequence is EIGAVALDYPSGTSG. The MHC is DRB4_0103 with pseudo-sequence DRB4_0103. The binding affinity (normalized) is 0.